Task: Regression. Given two drug SMILES strings and cell line genomic features, predict the synergy score measuring deviation from expected non-interaction effect.. Dataset: NCI-60 drug combinations with 297,098 pairs across 59 cell lines (1) Drug 1: CC1OCC2C(O1)C(C(C(O2)OC3C4COC(=O)C4C(C5=CC6=C(C=C35)OCO6)C7=CC(=C(C(=C7)OC)O)OC)O)O. Drug 2: CCC1(C2=C(COC1=O)C(=O)N3CC4=CC5=C(C=CC(=C5CN(C)C)O)N=C4C3=C2)O.Cl. Cell line: MCF7. Synergy scores: CSS=26.1, Synergy_ZIP=-8.20, Synergy_Bliss=0.963, Synergy_Loewe=0.879, Synergy_HSA=2.91. (2) Drug 1: C1CN1C2=NC(=NC(=N2)N3CC3)N4CC4. Drug 2: C#CCC(CC1=CN=C2C(=N1)C(=NC(=N2)N)N)C3=CC=C(C=C3)C(=O)NC(CCC(=O)O)C(=O)O. Cell line: LOX IMVI. Synergy scores: CSS=31.5, Synergy_ZIP=-3.11, Synergy_Bliss=-2.61, Synergy_Loewe=-0.734, Synergy_HSA=-0.697. (3) Drug 1: CC1=C(C=C(C=C1)NC(=O)C2=CC=C(C=C2)CN3CCN(CC3)C)NC4=NC=CC(=N4)C5=CN=CC=C5. Drug 2: C1C(C(OC1N2C=NC3=C2NC=NCC3O)CO)O. Cell line: HT29. Synergy scores: CSS=1.62, Synergy_ZIP=1.82, Synergy_Bliss=4.48, Synergy_Loewe=3.06, Synergy_HSA=1.90. (4) Drug 1: CC(CN1CC(=O)NC(=O)C1)N2CC(=O)NC(=O)C2. Drug 2: C1C(C(OC1N2C=NC(=NC2=O)N)CO)O. Cell line: OVCAR-4. Synergy scores: CSS=22.8, Synergy_ZIP=-0.979, Synergy_Bliss=1.53, Synergy_Loewe=5.83, Synergy_HSA=6.26.